From a dataset of Full USPTO retrosynthesis dataset with 1.9M reactions from patents (1976-2016). Predict the reactants needed to synthesize the given product. (1) Given the product [Cl:1][C:2]1[CH:7]=[C:6]([Cl:8])[C:5]([O:9][CH3:10])=[CH:4][C:3]=1[NH:11][C:12]1[C:21]2[C:16](=[CH:17][C:18]([C:31]#[C:30][CH2:29][CH2:28][OH:32])=[C:19]([O:22][CH2:23][CH3:24])[CH:20]=2)[N:15]=[CH:14][C:13]=1[C:26]#[N:27], predict the reactants needed to synthesize it. The reactants are: [Cl:1][C:2]1[CH:7]=[C:6]([Cl:8])[C:5]([O:9][CH3:10])=[CH:4][C:3]=1[NH:11][C:12]1[C:21]2[C:16](=[CH:17][C:18](I)=[C:19]([O:22][CH2:23][CH3:24])[CH:20]=2)[N:15]=[CH:14][C:13]=1[C:26]#[N:27].[CH2:28]([OH:32])[CH2:29][C:30]#[CH:31].C(OCC)(=O)C.O. (2) Given the product [Br:16][CH2:17][C:18]([C:7]1[C:6]([Cl:5])=[CH:15][C:10]2[NH:11][C:12](=[O:14])[S:13][C:9]=2[CH:8]=1)=[O:19], predict the reactants needed to synthesize it. The reactants are: [Cl-].[Al+3].[Cl-].[Cl-].[Cl:5][C:6]1[CH:7]=[CH:8][C:9]2[S:13][C:12](=[O:14])[NH:11][C:10]=2[CH:15]=1.[Br:16][CH2:17][C:18](Br)=[O:19].